Dataset: Reaction yield outcomes from USPTO patents with 853,638 reactions. Task: Predict the reaction yield, written as a fraction of the theoretical maximum amount of product (1.0 means a 100% yield; for example, 0.34 means a 34% yield). (1) The reactants are [NH:1]1[CH:5]=[CH:4][C:3]([NH:6][C:7](=[O:9])[CH3:8])=[N:2]1.[H-].[Na+].Br.Br[CH2:14][C:15]1[C:20]([OH:21])=[CH:19][CH:18]=[CH:17][N:16]=1.BrCC1C(O)=CC=CN=1. The catalyst is CN(C=O)C. The product is [OH:21][C:20]1[C:15]([CH2:14][N:1]2[CH:5]=[CH:4][C:3]([NH:6][C:7](=[O:9])[CH3:8])=[N:2]2)=[N:16][CH:17]=[CH:18][CH:19]=1. The yield is 0.130. (2) The reactants are Br[CH2:2][C:3]([C:5]1[CH:10]=[CH:9][CH:8]=[CH:7][CH:6]=1)=[O:4].[C:11]1(=[O:21])[NH:15][C:14](=[O:16])[C:13]2=[CH:17][CH:18]=[CH:19][CH:20]=[C:12]12.[K].O. The catalyst is CN(C=O)C. The product is [C:11]1(=[O:21])[N:15]([CH2:2][C:3]([C:5]2[CH:10]=[CH:9][CH:8]=[CH:7][CH:6]=2)=[O:4])[C:14](=[O:16])[C:13]2=[CH:17][CH:18]=[CH:19][CH:20]=[C:12]12. The yield is 0.860. (3) The reactants are [Br:1][C:2]1[CH:7]=[CH:6][C:5]([O:8][CH3:9])=[CH:4][C:3]=1[NH2:10].C(O[CH:14]=[C:15]([C:21]([O:23][CH2:24][CH3:25])=[O:22])[C:16]([O:18][CH2:19][CH3:20])=[O:17])C. The yield is 0.810. The product is [CH2:19]([O:18][C:16](=[O:17])[C:15](=[CH:14][NH:10][C:3]1[CH:4]=[C:5]([O:8][CH3:9])[CH:6]=[CH:7][C:2]=1[Br:1])[C:21]([O:23][CH2:24][CH3:25])=[O:22])[CH3:20]. No catalyst specified. (4) The catalyst is C(Cl)Cl. The product is [CH3:1][N:2]([C:12](=[O:13])[CH2:11][C:8]1[CH:9]=[CH:10][C:5]([F:4])=[CH:6][CH:7]=1)[NH2:3]. The reactants are [CH3:1][NH:2][NH2:3].[F:4][C:5]1[CH:10]=[CH:9][C:8]([CH2:11][C:12](Cl)=[O:13])=[CH:7][CH:6]=1. The yield is 0.610. (5) The reactants are [OH:1][C:2]1[CH:7]=[CH:6][C:5]([CH2:8][C:9](OCC)=O)=[CH:4][CH:3]=1.[N:14]1([S:20]([C:23]2[CH:28]=[CH:27][C:26]([NH:29][C:30](=[S:33])[NH:31][NH2:32])=[CH:25][CH:24]=2)(=[O:22])=[O:21])[CH2:19][CH2:18][CH2:17][CH2:16][CH2:15]1.C[O-].[Na+]. The catalyst is CO. The product is [OH:1][C:2]1[CH:3]=[CH:4][C:5]([CH2:8][C:9]2[N:29]([C:26]3[CH:27]=[CH:28][C:23]([S:20]([N:14]4[CH2:19][CH2:18][CH2:17][CH2:16][CH2:15]4)(=[O:21])=[O:22])=[CH:24][CH:25]=3)[C:30](=[S:33])[NH:31][N:32]=2)=[CH:6][CH:7]=1. The yield is 0.150. (6) The reactants are [Cl:1][C:2]1[CH:7]=[CH:6][C:5]([N+:8]([O-])=O)=[CH:4][C:3]=1[CH2:11][OH:12].O.[Sn](Cl)Cl.[OH-].[Na+]. The catalyst is CCOC(C)=O. The product is [NH2:8][C:5]1[CH:6]=[CH:7][C:2]([Cl:1])=[C:3]([CH2:11][OH:12])[CH:4]=1. The yield is 0.930. (7) The reactants are [Cl:1][C:2]1[CH:7]=[CH:6][C:5]([NH:8][C:9](=[O:14])[C:10]([CH3:13])([CH3:12])[CH3:11])=[CH:4][C:3]=1[C:15]([F:18])([F:17])[F:16].[Li]CCCC.[I:24]I. The catalyst is C1COCC1. The product is [Cl:1][C:2]1[CH:7]=[CH:6][C:5]([NH:8][C:9](=[O:14])[C:10]([CH3:11])([CH3:12])[CH3:13])=[C:4]([I:24])[C:3]=1[C:15]([F:16])([F:17])[F:18]. The yield is 0.620. (8) The reactants are [CH2:1]([O:8][C:9]([N:11]1[CH2:14][CH:13]([C:15]2[CH:16]=[C:17]3[S:23][C:22]([C:24]([O:26]C)=[O:25])=[C:21]([Br:28])[C:18]3=[N:19][CH:20]=2)[CH2:12]1)=[O:10])[C:2]1[CH:7]=[CH:6][CH:5]=[CH:4][CH:3]=1.[Li+].[OH-].C1COCC1.CO.O. No catalyst specified. The product is [CH2:1]([O:8][C:9]([N:11]1[CH2:12][CH:13]([C:15]2[CH:16]=[C:17]3[S:23][C:22]([C:24]([OH:26])=[O:25])=[C:21]([Br:28])[C:18]3=[N:19][CH:20]=2)[CH2:14]1)=[O:10])[C:2]1[CH:7]=[CH:6][CH:5]=[CH:4][CH:3]=1. The yield is 0.953. (9) The reactants are [CH:1]([N:4]1[C:8]([C:9]2[S:10][C:11]3[CH2:12][CH2:13][O:14][C:15]4[CH:22]=[CH:21][C:20]([C:23]5[C:24](=[O:29])[NH:25][CH:26]=[CH:27][CH:28]=5)=[CH:19][C:16]=4[C:17]=3[N:18]=2)=[N:7][CH:6]=[N:5]1)([CH3:3])[CH3:2].Br[CH2:31][C:32]([O:34]C)=[O:33]. No catalyst specified. The product is [CH:1]([N:4]1[C:8]([C:9]2[S:10][C:11]3[CH2:12][CH2:13][O:14][C:15]4[CH:22]=[CH:21][C:20]([C:23]5[C:24](=[O:29])[N:25]([CH2:31][C:32]([OH:34])=[O:33])[CH:26]=[CH:27][CH:28]=5)=[CH:19][C:16]=4[C:17]=3[N:18]=2)=[N:7][CH:6]=[N:5]1)([CH3:3])[CH3:2]. The yield is 0.620. (10) The reactants are [CH3:1][C@@H:2]1[CH2:6][CH2:5][C:4](=O)[CH:3]1[C:8]([O:10]CC)=O.[NH2:13][C:14]([NH2:16])=[S:15].[OH-].[K+]. The catalyst is C(O)C.O. The product is [SH:15][C:14]1[N:13]=[C:8]([OH:10])[C:3]2[C@H:2]([CH3:1])[CH2:6][CH2:5][C:4]=2[N:16]=1. The yield is 0.560.